The task is: Predict which catalyst facilitates the given reaction.. This data is from Catalyst prediction with 721,799 reactions and 888 catalyst types from USPTO. Reactant: [Sn](Cl)(Cl)(Cl)Cl.[CH3:6][C:7]1[CH:8]=[C:9]([NH:13][C:14](=[O:16])[CH3:15])[S:10][C:11]=1[CH3:12].[C:17](Cl)(=[O:24])[C:18]1[CH:23]=[CH:22][CH:21]=[CH:20][CH:19]=1. Product: [C:17]([C:8]1[C:7]([CH3:6])=[C:11]([CH3:12])[S:10][C:9]=1[NH:13][C:14](=[O:16])[CH3:15])(=[O:24])[C:18]1[CH:23]=[CH:22][CH:21]=[CH:20][CH:19]=1. The catalyst class is: 26.